Dataset: Full USPTO retrosynthesis dataset with 1.9M reactions from patents (1976-2016). Task: Predict the reactants needed to synthesize the given product. Given the product [F:10][C:11]([F:22])([F:23])[O:12][C:13]1[CH:18]=[CH:17][CH:16]=[CH:15][C:14]=1[C:2]1[C:3]([NH2:9])=[N:4][C:5]([NH2:8])=[CH:6][CH:7]=1, predict the reactants needed to synthesize it. The reactants are: I[C:2]1[C:3]([NH2:9])=[N:4][C:5]([NH2:8])=[CH:6][CH:7]=1.[F:10][C:11]([F:23])([F:22])[O:12][C:13]1[CH:18]=[CH:17][CH:16]=[CH:15][C:14]=1B(O)O.C(=O)([O-])[O-].[Na+].[Na+].C(P(C(C)(C)C)C(C)(C)C)(C)(C)C.C(OC(=O)C)(C)C.